Task: Predict the product of the given reaction.. Dataset: Forward reaction prediction with 1.9M reactions from USPTO patents (1976-2016) (1) Given the reactants [ClH:1].Cl.[NH2:3][CH2:4][CH2:5][N:6]1[C:14]2[C:13]([NH:15][C:16]3[CH:21]=[CH:20][C:19]([O:22][C:23]4[C:28]5[CH:29]=[N:30][S:31][C:27]=5[CH:26]=[CH:25][CH:24]=4)=[C:18]([Cl:32])[CH:17]=3)=[N:12][CH:11]=[N:10][C:9]=2[CH:8]=[CH:7]1.C(OC([N:40]1[CH2:44][CH2:43][CH:42]([C:45](O)=[O:46])[CH2:41]1)=O)(C)(C)C.ON1C2C=CC=CC=2N=N1.Cl.C(N=C=NCCCN(C)C)C.Cl.C(OCC)(=O)C, predict the reaction product. The product is: [ClH:32].[ClH:1].[S:31]1[C:27]2[CH:26]=[CH:25][CH:24]=[C:23]([O:22][C:19]3[CH:20]=[CH:21][C:16]([NH:15][C:13]4[C:14]5[N:6]([CH2:5][CH2:4][NH:3][C:45]([CH:42]6[CH2:43][CH2:44][NH:40][CH2:41]6)=[O:46])[CH:7]=[CH:8][C:9]=5[N:10]=[CH:11][N:12]=4)=[CH:17][C:18]=3[Cl:32])[C:28]=2[CH:29]=[N:30]1. (2) Given the reactants [Cl:1][C:2]1[N:7]=[C:6]([NH:8][CH3:9])[C:5]([NH2:10])=[C:4]([Cl:11])[N:3]=1.[F:12][C:13]([F:18])([F:17])[C:14](O)=O, predict the reaction product. The product is: [Cl:1][C:2]1[N:7]=[C:6]2[C:5]([N:10]=[C:14]([C:13]([F:18])([F:17])[F:12])[N:8]2[CH3:9])=[C:4]([Cl:11])[N:3]=1. (3) Given the reactants C1COCC1.[N:6]1[C:15]2[C:10](=[C:11](OS(C(F)(F)F)(=O)=O)[CH:12]=[CH:13][CH:14]=2)[N:9]=[CH:8][CH:7]=1.[N:24]1[CH:29]=[CH:28][CH:27]=[CH:26][C:25]=1[C:30]1[C:31](B(O)O)=[C:32]2[CH2:37][CH2:36][CH2:35][N:33]2[N:34]=1.C(=O)([O-])[O-].[K+].[K+], predict the reaction product. The product is: [N:24]1[CH:29]=[CH:28][CH:27]=[CH:26][C:25]=1[C:30]1[C:31]([C:11]2[CH:12]=[CH:13][CH:14]=[C:15]3[C:10]=2[N:9]=[CH:8][CH:7]=[N:6]3)=[C:32]2[CH2:37][CH2:36][CH2:35][N:33]2[N:34]=1. (4) The product is: [F:37][CH2:31][CH2:30][O:29][CH2:28][CH2:27][O:26][CH2:25][CH2:24][O:23][CH2:22][CH2:21][S:20][C:1]([C:14]1[CH:19]=[CH:18][CH:17]=[CH:16][CH:15]=1)([C:8]1[CH:13]=[CH:12][CH:11]=[CH:10][CH:9]=1)[C:2]1[CH:7]=[CH:6][CH:5]=[CH:4][CH:3]=1. Given the reactants [C:1]([S:20][CH2:21][CH2:22][O:23][CH2:24][CH2:25][O:26][CH2:27][CH2:28][O:29][CH2:30][CH2:31]OS(C)(=O)=O)([C:14]1[CH:19]=[CH:18][CH:17]=[CH:16][CH:15]=1)([C:8]1[CH:13]=[CH:12][CH:11]=[CH:10][CH:9]=1)[C:2]1[CH:7]=[CH:6][CH:5]=[CH:4][CH:3]=1.[F-:37].C([N+](CCCC)(CCCC)CCCC)CCC, predict the reaction product. (5) Given the reactants Br[C:2]1[CH:7]=[CH:6][C:5]([C:8]2([C:11]#[N:12])[CH2:10][CH2:9]2)=[CH:4][CH:3]=1.[F:13][C:14]([F:21])([F:20])[C:15]1[CH:19]=[CH:18][NH:17][N:16]=1.C1(C)C=CC=CC=1.CN(C)C=O.CN[C@H]1CCCC[C@@H]1NC.C(=O)([O-])[O-].[K+].[K+], predict the reaction product. The product is: [F:13][C:14]([F:21])([F:20])[C:15]1[CH:19]=[CH:18][N:17]([C:2]2[CH:7]=[CH:6][C:5]([C:8]3([C:11]#[N:12])[CH2:10][CH2:9]3)=[CH:4][CH:3]=2)[N:16]=1. (6) Given the reactants [F:1][C:2]1[CH:7]=[CH:6][C:5]([C:8](=[O:10])[CH3:9])=[C:4]([OH:11])[CH:3]=1.[CH2:12](Br)[C:13]1[CH:18]=[CH:17][CH:16]=[CH:15][CH:14]=1.C([O-])([O-])=O.[K+].[K+].O, predict the reaction product. The product is: [CH2:12]([O:11][C:4]1[CH:3]=[C:2]([F:1])[CH:7]=[CH:6][C:5]=1[C:8](=[O:10])[CH3:9])[C:13]1[CH:18]=[CH:17][CH:16]=[CH:15][CH:14]=1.